This data is from NCI-60 drug combinations with 297,098 pairs across 59 cell lines. The task is: Regression. Given two drug SMILES strings and cell line genomic features, predict the synergy score measuring deviation from expected non-interaction effect. (1) Drug 1: C1=C(C(=O)NC(=O)N1)F. Drug 2: CCN(CC)CCCC(C)NC1=C2C=C(C=CC2=NC3=C1C=CC(=C3)Cl)OC. Cell line: NCI-H322M. Synergy scores: CSS=44.2, Synergy_ZIP=2.64, Synergy_Bliss=5.25, Synergy_Loewe=9.89, Synergy_HSA=11.2. (2) Drug 1: C1C(C(OC1N2C=NC3=C(N=C(N=C32)Cl)N)CO)O. Drug 2: CS(=O)(=O)CCNCC1=CC=C(O1)C2=CC3=C(C=C2)N=CN=C3NC4=CC(=C(C=C4)OCC5=CC(=CC=C5)F)Cl. Cell line: DU-145. Synergy scores: CSS=16.0, Synergy_ZIP=-9.27, Synergy_Bliss=-0.495, Synergy_Loewe=-11.4, Synergy_HSA=-1.41. (3) Cell line: LOX IMVI. Drug 1: CN1CCC(CC1)COC2=C(C=C3C(=C2)N=CN=C3NC4=C(C=C(C=C4)Br)F)OC. Drug 2: C1CN1P(=S)(N2CC2)N3CC3. Synergy scores: CSS=30.1, Synergy_ZIP=-10.5, Synergy_Bliss=-4.91, Synergy_Loewe=-3.38, Synergy_HSA=-2.14. (4) Synergy scores: CSS=19.3, Synergy_ZIP=-9.43, Synergy_Bliss=-5.78, Synergy_Loewe=-1.27, Synergy_HSA=-0.852. Drug 2: CC12CCC3C(C1CCC2O)C(CC4=C3C=CC(=C4)O)CCCCCCCCCS(=O)CCCC(C(F)(F)F)(F)F. Drug 1: C1=C(C(=O)NC(=O)N1)N(CCCl)CCCl. Cell line: T-47D. (5) Drug 1: CN1CCC(CC1)COC2=C(C=C3C(=C2)N=CN=C3NC4=C(C=C(C=C4)Br)F)OC. Drug 2: CCN(CC)CCNC(=O)C1=C(NC(=C1C)C=C2C3=C(C=CC(=C3)F)NC2=O)C. Cell line: MALME-3M. Synergy scores: CSS=3.72, Synergy_ZIP=-1.79, Synergy_Bliss=0.162, Synergy_Loewe=-3.19, Synergy_HSA=-2.34. (6) Drug 1: CN1CCC(CC1)COC2=C(C=C3C(=C2)N=CN=C3NC4=C(C=C(C=C4)Br)F)OC. Drug 2: C1=C(C(=O)NC(=O)N1)F. Cell line: OVCAR-8. Synergy scores: CSS=40.8, Synergy_ZIP=4.97, Synergy_Bliss=5.00, Synergy_Loewe=6.19, Synergy_HSA=7.16. (7) Drug 1: CC12CCC(CC1=CCC3C2CCC4(C3CC=C4C5=CN=CC=C5)C)O. Drug 2: C1=CC(=CC=C1CCCC(=O)O)N(CCCl)CCCl. Cell line: HOP-92. Synergy scores: CSS=33.2, Synergy_ZIP=-4.88, Synergy_Bliss=-4.80, Synergy_Loewe=-4.82, Synergy_HSA=-3.38.